Dataset: Forward reaction prediction with 1.9M reactions from USPTO patents (1976-2016). Task: Predict the product of the given reaction. (1) Given the reactants [N:1]([CH2:4][C:5]1[N:6]=[C:7]2[C:12](=[C:13]3[C:18]=1[CH:17]=[CH:16][CH:15]=[CH:14]3)[CH:11]=[CH:10][CH:9]=[CH:8]2)=[N+]=[N-], predict the reaction product. The product is: [CH:11]1[C:12]2[C:7](=[N:6][C:5]([CH2:4][NH2:1])=[C:18]3[C:13]=2[CH:14]=[CH:15][CH:16]=[CH:17]3)[CH:8]=[CH:9][CH:10]=1. (2) Given the reactants [CH2:1]=[C:2]1[CH2:7][CH:6]([CH3:8])[O:5][C:3]1=[O:4].C1C=CC=CC=1.[CH:15]([C:17]1[CH:22]=[CH:21][CH:20]=[CH:19][C:18]=1[CH:23]=[CH2:24])=[CH2:16], predict the reaction product. The product is: [CH2:1]=[C:2]1[CH2:7][CH:6]([CH3:8])[O:5][C:3]1=[O:4].[CH:15]([C:17]1[CH:22]=[CH:21][CH:20]=[CH:19][C:18]=1[CH:23]=[CH2:24])=[CH2:16]. (3) Given the reactants [F:1][C:2]1([F:21])[CH2:7][CH2:6][N:5]([CH2:8][C:9]2[N:10]=[C:11]([C:18](=[NH:20])[NH2:19])[N:12]3[CH:17]=[CH:16][CH:15]=[CH:14][C:13]=23)[CH2:4][CH2:3]1.Br[CH2:23][C:24]([C:26]1[CH:31]=[CH:30][CH:29]=[CH:28][CH:27]=1)=O.C([O-])(O)=O.[Na+], predict the reaction product. The product is: [F:21][C:2]1([F:1])[CH2:7][CH2:6][N:5]([CH2:8][C:9]2[N:10]=[C:11]([C:18]3[NH:19][CH:23]=[C:24]([C:26]4[CH:31]=[CH:30][CH:29]=[CH:28][CH:27]=4)[N:20]=3)[N:12]3[CH:17]=[CH:16][CH:15]=[CH:14][C:13]=23)[CH2:4][CH2:3]1. (4) Given the reactants [CH3:1][C:2]([O-:5])([CH3:4])[CH3:3].[K+].[CH:7]1([C:10](Cl)=[O:11])[CH2:9][CH2:8]1.C([O-])(O)=O.[Na+], predict the reaction product. The product is: [C:2]([O:5][C:10]([CH:7]1[CH2:9][CH2:8]1)=[O:11])([CH3:4])([CH3:3])[CH3:1]. (5) Given the reactants C1(P(C2C=CC=CC=2)C2C=CC=CC=2)C=CC=CC=1.CC(OC(/N=N/C(OC(C)C)=O)=O)C.[OH:34][C@H:35]1[CH2:39][CH2:38][NH:37][C:36]1=[O:40].[F:41][C:42]1[CH:55]=[CH:54][C:45]([O:46][C:47]2[N:52]=[CH:51][C:50](O)=[CH:49][CH:48]=2)=[CH:44][CH:43]=1, predict the reaction product. The product is: [F:41][C:42]1[CH:43]=[CH:44][C:45]([O:46][C:47]2[N:52]=[CH:51][C:50]([O:34][C@@H:35]3[CH2:39][CH2:38][NH:37][C:36]3=[O:40])=[CH:49][CH:48]=2)=[CH:54][CH:55]=1. (6) Given the reactants FC(F)(F)S(O[C:7]1[CH:12]=[CH:11][CH:10]=[C:9]([C@:13]2([OH:30])[C:20]3[N:16]([CH:17]=[N:18][CH:19]=3)[C@@H:15]([C:21]3[CH:26]=[CH:25][C:24]([C:27]#[N:28])=[CH:23][C:22]=3[F:29])[CH2:14]2)[CH:8]=1)(=O)=O.C([Sn](CCCC)(CCCC)[C:38]1[N:43]=[CH:42][CH:41]=[CH:40][N:39]=1)CCC, predict the reaction product. The product is: [F:29][C:22]1[CH:23]=[C:24]([CH:25]=[CH:26][C:21]=1[C@@H:15]1[N:16]2[CH:17]=[N:18][CH:19]=[C:20]2[C@@:13]([OH:30])([C:9]2[CH:10]=[CH:11][CH:12]=[C:7]([C:38]3[N:43]=[CH:42][CH:41]=[CH:40][N:39]=3)[CH:8]=2)[CH2:14]1)[C:27]#[N:28].